This data is from Reaction yield outcomes from USPTO patents with 853,638 reactions. The task is: Predict the reaction yield, written as a fraction of the theoretical maximum amount of product (1.0 means a 100% yield; for example, 0.34 means a 34% yield). (1) The reactants are C([O-])(=O)C.[NH4+:5].[C-:6]#[N:7].[K+].[CH3:9][C:10]1[CH:15]=[C:14]([NH:16][CH3:17])[CH:13]=[C:12]([CH3:18])[C:11]=1/[CH:19]=[CH:20]/[S:21]([N:24]1[CH2:29][CH2:28][C:27](=O)[CH2:26][CH2:25]1)(=[O:23])=[O:22].C([O-])(O)=O.[Na+]. The catalyst is CO. The product is [NH2:5][C:27]1([C:6]#[N:7])[CH2:28][CH2:29][N:24]([S:21](/[CH:20]=[CH:19]/[C:11]2[C:10]([CH3:9])=[CH:15][C:14]([NH:16][CH3:17])=[CH:13][C:12]=2[CH3:18])(=[O:23])=[O:22])[CH2:25][CH2:26]1. The yield is 0.890. (2) The reactants are [C:1]([NH2:10])(=[O:9])[C:2]1[C:3](=[CH:5][CH:6]=[CH:7][CH:8]=1)[NH2:4].N1C=CC=CC=1.[C:17](Cl)(=[O:19])[CH3:18]. The catalyst is C(Cl)(Cl)Cl. The product is [C:17]([NH:4][C:3]1[CH:5]=[CH:6][CH:7]=[CH:8][C:2]=1[C:1]([NH2:10])=[O:9])(=[O:19])[CH3:18]. The yield is 0.540. (3) The reactants are [CH2:1]([O:8][C:9](=[O:41])[NH:10][C@@H:11]1[CH2:17][CH2:16][CH2:15][N:14]([C:18]2[N:19]([CH3:40])[N:20]=[CH:21][C:22]=2[NH:23][C:24]([C:26]2[N:27]=[C:28](Br)[S:29][C:30]=2[NH:31][C:32]([O:34][C:35]([CH3:38])([CH3:37])[CH3:36])=[O:33])=[O:25])[CH2:13][CH2:12]1)[C:2]1[CH:7]=[CH:6][CH:5]=[CH:4][CH:3]=1.CC1(C)C(C)(C)OB([C:50]2[CH:55]=[CH:54][CH:53]=[CH:52][C:51]=2[C:56]([F:59])([F:58])[F:57])O1.C(=O)([O-])[O-].[Na+].[Na+].C([O-])(=O)C.[K+].ClCCl. The catalyst is Cl[Pd]Cl.C1(P(C2C=CC=CC=2)[C-]2C=CC=C2)C=CC=CC=1.[C-]1(P(C2C=CC=CC=2)C2C=CC=CC=2)C=CC=C1.[Fe+2].O.C(#N)C. The product is [CH2:1]([O:8][C:9](=[O:41])[NH:10][C@@H:11]1[CH2:17][CH2:16][CH2:15][N:14]([C:18]2[N:19]([CH3:40])[N:20]=[CH:21][C:22]=2[NH:23][C:24]([C:26]2[N:27]=[C:28]([C:50]3[CH:55]=[CH:54][CH:53]=[CH:52][C:51]=3[C:56]([F:59])([F:58])[F:57])[S:29][C:30]=2[NH:31][C:32]([O:34][C:35]([CH3:38])([CH3:37])[CH3:36])=[O:33])=[O:25])[CH2:13][CH2:12]1)[C:2]1[CH:7]=[CH:6][CH:5]=[CH:4][CH:3]=1. The yield is 0.574. (4) The reactants are Cl.[Br:2][C:3]1[CH:11]=[C:10]2[C:6]([CH2:7][CH2:8][C@H:9]2[NH2:12])=[C:5]([F:13])[CH:4]=1.[CH3:14][C:15]([O:18][C:19](O[C:19]([O:18][C:15]([CH3:17])([CH3:16])[CH3:14])=[O:20])=[O:20])([CH3:17])[CH3:16]. The catalyst is C(Cl)Cl. The product is [Br:2][C:3]1[CH:11]=[C:10]2[C:6]([CH2:7][CH2:8][C@H:9]2[NH:12][C:19](=[O:20])[O:18][C:15]([CH3:17])([CH3:16])[CH3:14])=[C:5]([F:13])[CH:4]=1. The yield is 0.890. (5) The reactants are [CH2:1]([O:8][C:9]1[CH:10]=C([CH:15]=[C:16]([O:26][CH2:27][C:28]2[CH:33]=[CH:32][CH:31]=[CH:30][CH:29]=2)[C:17]=1[O:18][CH2:19][C:20]1[CH:25]=[CH:24][CH:23]=[CH:22][CH:21]=1)C(O)=O)[C:2]1[CH:7]=[CH:6][CH:5]=[CH:4][CH:3]=1.CN(C([O:41]N1N=NC2C=CC=NC1=2)=[N+](C)C)C.F[P-](F)(F)(F)(F)F.CC[N:60]([CH:64]([CH3:66])C)[CH:61]([CH3:63])C.C(N)C[CH2:69][CH3:70]. The catalyst is ClCCl. The product is [CH2:27]([O:26][C:16]1[CH:15]=[C:66]([CH:10]=[C:9]([O:8][CH2:1][C:2]2[CH:3]=[CH:4][CH:5]=[CH:6][CH:7]=2)[C:17]=1[O:18][CH2:19][C:20]1[CH:25]=[CH:24][CH:23]=[CH:22][CH:21]=1)[C:64]([NH:60][CH2:61][CH2:63][CH2:69][CH3:70])=[O:41])[C:28]1[CH:29]=[CH:30][CH:31]=[CH:32][CH:33]=1. The yield is 0.800.